The task is: Predict the reactants needed to synthesize the given product.. This data is from Full USPTO retrosynthesis dataset with 1.9M reactions from patents (1976-2016). (1) Given the product [Cl:1][C:2]1[CH:10]=[C:9]([CH3:11])[C:8]2[N:7]([S:12]([C:15]3[CH:21]=[CH:20][C:18]([CH3:19])=[CH:17][CH:16]=3)(=[O:14])=[O:13])[CH:6]=[CH:5][C:4]=2[C:3]=1[CH:22]=[O:23], predict the reactants needed to synthesize it. The reactants are: [Cl:1][C:2]1[C:3]([CH2:22][OH:23])=[C:4]2[C:8](=[C:9]([CH3:11])[CH:10]=1)[N:7]([S:12]([C:15]1[CH:21]=[CH:20][C:18]([CH3:19])=[CH:17][CH:16]=1)(=[O:14])=[O:13])[CH:6]=[CH:5]2.C(N(C(C)C)C(C)C)C.CS(C)=O. (2) Given the product [Br:1][C:2]1[CH:3]=[C:4]2[C:14](=[CH:15][CH:16]=1)[O:13][C:7]1([CH2:11][CH2:10][CH:9]([CH3:12])[CH2:8]1)[CH2:6]/[C:5]/2=[N:24]\[C:23]#[N:22], predict the reactants needed to synthesize it. The reactants are: [Br:1][C:2]1[CH:3]=[C:4]2[C:14](=[CH:15][CH:16]=1)[O:13][C:7]1([CH2:11][CH2:10][CH:9]([CH3:12])[CH2:8]1)[CH2:6][C:5]2=O.C[Si]([N:22]=[C:23]=[N:24][Si](C)(C)C)(C)C. (3) Given the product [F:12][C:13]1[C:14]([C:19]2[N:20]([CH2:24][C:25]3[N:30]=[CH:36][N:31]4[N:32]=[C:29]([CH:2]([CH3:3])[CH3:1])[N:28]=[C:27]4[C:26]=3[CH2:33][CH2:34][CH3:35])[CH:21]=[CH:22][N:23]=2)=[N:15][CH:16]=[CH:17][CH:18]=1, predict the reactants needed to synthesize it. The reactants are: [C:1](OC(=O)C(C)C)(=O)[CH:2](C)[CH3:3].[F:12][C:13]1[C:14]([C:19]2[N:20]([CH2:24][C:25]3[N:30]=[CH:29][N:28]=[C:27]([NH:31][NH2:32])[C:26]=3[CH2:33][CH2:34][CH3:35])[CH:21]=[CH:22][N:23]=2)=[N:15][CH:16]=[CH:17][CH:18]=1.[CH2:36](Cl)Cl. (4) Given the product [CH3:32][N:31]([S:28]([N:6]([CH2:5][C:4]([OH:34])=[O:3])[CH2:7][C:8]1[CH:9]=[CH:10][C:11]([O:14][CH2:15][C:16]2[N:17]=[C:18]([C:22]3[CH:23]=[CH:24][CH:25]=[CH:26][CH:27]=3)[O:19][C:20]=2[CH3:21])=[CH:12][CH:13]=1)(=[O:29])=[O:30])[CH3:33], predict the reactants needed to synthesize it. The reactants are: C([O:3][C:4](=[O:34])[CH2:5][N:6]([S:28]([N:31]([CH3:33])[CH3:32])(=[O:30])=[O:29])[CH2:7][C:8]1[CH:13]=[CH:12][C:11]([O:14][CH2:15][C:16]2[N:17]=[C:18]([C:22]3[CH:27]=[CH:26][CH:25]=[CH:24][CH:23]=3)[O:19][C:20]=2[CH3:21])=[CH:10][CH:9]=1)C.O.[OH-].[Li+]. (5) Given the product [CH3:1][CH:2]1[CH2:7][CH2:6][CH2:5][CH2:4][CH:3]1[NH:8][C:9]1[C:10]2[N:11]([CH:18]=[CH:19][CH:20]=2)[N:12]=[CH:13][C:14]=1[C:15]([NH:21][NH:22][C:23](=[S:24])[NH2:25])=[O:17], predict the reactants needed to synthesize it. The reactants are: [CH3:1][CH:2]1[CH2:7][CH2:6][CH2:5][CH2:4][CH:3]1[NH:8][C:9]1[C:10]2[N:11]([CH:18]=[CH:19][CH:20]=2)[N:12]=[CH:13][C:14]=1[C:15]([OH:17])=O.[NH2:21][NH:22][C:23]([NH2:25])=[S:24].C1C=CC2N(O)N=NC=2C=1.Cl.CN(C)CCCN=C=NCC.